Task: Predict the product of the given reaction.. Dataset: Forward reaction prediction with 1.9M reactions from USPTO patents (1976-2016) (1) Given the reactants [N:1]1[CH:6]=[CH:5][CH:4]=[C:3]([CH2:7][C:8]2[N:12]=[C:11]([CH:13]3[CH2:18][CH2:17][N:16](C(OC(C)(C)C)=O)[CH2:15][CH2:14]3)[O:10][N:9]=2)[CH:2]=1, predict the reaction product. The product is: [NH:16]1[CH2:15][CH2:14][CH:13]([C:11]2[O:10][N:9]=[C:8]([CH2:7][C:3]3[CH:2]=[N:1][CH:6]=[CH:5][CH:4]=3)[N:12]=2)[CH2:18][CH2:17]1. (2) The product is: [Cl:1][C:2]1[CH:3]=[C:4]2[C:9](=[CH:10][C:11]=1[O:12][C:13]1[CH:14]=[CH:15][C:16]([CH2:19][CH3:20])=[CH:17][CH:18]=1)[O:8][CH:7]([C:21]([F:24])([F:22])[F:23])[C:6]([C:25]([OH:27])=[O:26])=[CH:5]2. Given the reactants [Cl:1][C:2]1[CH:3]=[C:4]2[C:9](=[CH:10][C:11]=1[O:12][C:13]1[CH:18]=[CH:17][C:16]([CH2:19][CH3:20])=[CH:15][CH:14]=1)[O:8][CH:7]([C:21]([F:24])([F:23])[F:22])[C:6]([C:25]([O:27]CC)=[O:26])=[CH:5]2.[OH-].[Li+].Cl, predict the reaction product. (3) Given the reactants [CH3:1][N:2]1[CH2:7][CH2:6][N:5]([C:8]2[CH:9]=[C:10]([CH:12]=[CH:13][CH:14]=2)[NH2:11])[CH2:4][CH2:3]1.Cl[C:16]1[N:34]=[C:19]2[C:20]([NH:24][CH2:25][C:26]3[CH:31]=[CH:30][C:29]([O:32][CH3:33])=[CH:28][CH:27]=3)=[CH:21][CH:22]=[CH:23][N:18]2[N:17]=1, predict the reaction product. The product is: [CH3:33][O:32][C:29]1[CH:28]=[CH:27][C:26]([CH2:25][NH:24][C:20]2[C:19]3[N:18]([N:17]=[C:16]([NH:11][C:10]4[CH:12]=[CH:13][CH:14]=[C:8]([N:5]5[CH2:4][CH2:3][N:2]([CH3:1])[CH2:7][CH2:6]5)[CH:9]=4)[N:34]=3)[CH:23]=[CH:22][CH:21]=2)=[CH:31][CH:30]=1.